From a dataset of Catalyst prediction with 721,799 reactions and 888 catalyst types from USPTO. Predict which catalyst facilitates the given reaction. (1) Reactant: [OH-:1].[Na+:2].C([OH:5])C.[CH:6]1[N:10]=[CH:9][N:8]([CH2:11][C:12]([P:18]([OH:21])([OH:20])=[O:19])([P:14]([OH:17])([OH:16])=[O:15])[OH:13])[CH:7]=1.CO. Product: [CH:6]1[N:10]=[CH:9][N:8]([CH2:11][C:12]([P:14]([O-:17])([OH:16])=[O:15])([P:18]([O-:20])([OH:21])=[O:19])[OH:13])[CH:7]=1.[OH2:5].[OH2:1].[OH2:5].[OH2:5].[Na+:2].[Na+:2]. The catalyst class is: 6. (2) Reactant: O[Li].O.C[O:5][C:6](=[O:37])[C:7]1[CH:12]=[CH:11][CH:10]=[C:9]([O:13][CH:14]2[CH2:19][CH2:18][N:17]([C:20](=[O:36])[CH2:21][NH:22][C:23]([C:25]3[CH:29]=[C:28]([C:30]4[CH:35]=[CH:34][CH:33]=[CH:32][CH:31]=4)[NH:27][N:26]=3)=[O:24])[CH2:16][CH2:15]2)[CH:8]=1. Product: [C:30]1([C:28]2[NH:27][N:26]=[C:25]([C:23]([NH:22][CH2:21][C:20]([N:17]3[CH2:16][CH2:15][CH:14]([O:13][C:9]4[CH:8]=[C:7]([CH:12]=[CH:11][CH:10]=4)[C:6]([OH:37])=[O:5])[CH2:19][CH2:18]3)=[O:36])=[O:24])[CH:29]=2)[CH:31]=[CH:32][CH:33]=[CH:34][CH:35]=1. The catalyst class is: 24. (3) Reactant: [C:1]1([CH3:11])[CH:6]=[CH:5][C:4]([S:7](Cl)(=[O:9])=[O:8])=[CH:3][CH:2]=1.[O:12]=[CH:13][C@@H:14]([C@H:16]([C@H:18]([C@@H:20]([CH2:22][OH:23])[OH:21])[OH:19])[OH:17])[OH:15]. Product: [S:7]([C:13]([C@@H:14]([C@H:16]([C@H:18]([C@@H:20]([CH2:22][OH:23])[OH:21])[OH:19])[OH:17])[OH:15])=[O:12])([C:4]1[CH:5]=[CH:6][C:1]([CH3:11])=[CH:2][CH:3]=1)(=[O:9])=[O:8]. The catalyst class is: 17. (4) Product: [CH2:1]([C:3]1[C:8](=[O:9])[NH:7][C:6](=[O:11])[NH:5][C:4]=1[C:13]([C:15]1[CH:16]=[C:17]([CH:22]=[CH:23][C:24]#[N:25])[CH:18]=[C:19]([CH3:21])[CH:20]=1)=[O:14])[CH3:2]. The catalyst class is: 1. Reactant: [CH2:1]([C:3]1[C:4]([C:13]([C:15]2[CH:16]=[C:17]([CH:22]=[CH:23][C:24]#[N:25])[CH:18]=[C:19]([CH3:21])[CH:20]=2)=[O:14])=[N:5][C:6]([O:11]C)=[N:7][C:8]=1[O:9]C)[CH3:2].C(Cl)(=O)C(Cl)=O. (5) Reactant: I[C:2]1[C:10]2[C:5](=[N:6][CH:7]=[N:8][C:9]=2[NH2:11])[N:4]([CH:12]([C:14]2[CH:15]=[C:16]3[N:21]([C:22]=2[C:23]2[S:24][C:25]([CH2:28][N:29]4[CH2:34][CH2:33][O:32][CH2:31][CH2:30]4)=[CH:26][CH:27]=2)[CH:20]=[CH:19][CH:18]=[CH:17]3)[CH3:13])[N:3]=1.[F:35][C:36]1[CH:37]=[C:38](B(O)O)[CH:39]=[C:40]([OH:42])[CH:41]=1.CCO.C([O-])([O-])=O.[Na+].[Na+]. Product: [NH2:11][C:9]1[N:8]=[CH:7][N:6]=[C:5]2[N:4]([CH:12]([C:14]3[CH:15]=[C:16]4[N:21]([C:22]=3[C:23]3[S:24][C:25]([CH2:28][N:29]5[CH2:30][CH2:31][O:32][CH2:33][CH2:34]5)=[CH:26][CH:27]=3)[CH:20]=[CH:19][CH:18]=[CH:17]4)[CH3:13])[N:3]=[C:2]([C:38]3[CH:39]=[C:40]([OH:42])[CH:41]=[C:36]([F:35])[CH:37]=3)[C:10]=12. The catalyst class is: 104.